This data is from Forward reaction prediction with 1.9M reactions from USPTO patents (1976-2016). The task is: Predict the product of the given reaction. (1) Given the reactants [BH4-].[Na+].[Br:3][C:4]1[CH:5]=[N:6][C:7]([NH:10][C:11]2[CH:16]=[CH:15][C:14]([C:17](=[O:22])[C:18]([F:21])([F:20])[F:19])=[CH:13][CH:12]=2)=[N:8][CH:9]=1, predict the reaction product. The product is: [Br:3][C:4]1[CH:9]=[N:8][C:7]([NH:10][C:11]2[CH:12]=[CH:13][C:14]([CH:17]([OH:22])[C:18]([F:20])([F:19])[F:21])=[CH:15][CH:16]=2)=[N:6][CH:5]=1. (2) Given the reactants [CH:1](=[O:6])[CH2:2][CH2:3][CH2:4][CH3:5].[OH-].[Na+], predict the reaction product. The product is: [CH2:3]([C:2](=[CH:1][CH2:2][CH2:3][CH2:4][CH3:5])[CH:1]=[O:6])[CH2:4][CH3:5]. (3) Given the reactants [NH:1]([C:3]([NH:8][C:9]1[CH:14]=[CH:13][C:12]([CH3:15])=[CH:11][CH:10]=1)=[CH:4][N+:5]([O-:7])=[O:6])[NH2:2].[C:16](OCC)(OCC)(OCC)[CH3:17], predict the reaction product. The product is: [CH3:16][C:17]1[N:8]([C:9]2[CH:14]=[CH:13][C:12]([CH3:15])=[CH:11][CH:10]=2)[C:3]([CH2:4][N+:5]([O-:7])=[O:6])=[N:1][N:2]=1. (4) Given the reactants Br[C:2]1[CH:9]=[CH:8][CH:7]=[CH:6][C:3]=1[CH:4]=[O:5].[CH:10]1(B(O)O)[CH2:12][CH2:11]1.P([O-])([O-])([O-])=O.[K+].[K+].[K+].C1(P(C2CCCCC2)C2CCCCC2)CCCCC1, predict the reaction product. The product is: [CH:10]1([C:2]2[CH:9]=[CH:8][CH:7]=[CH:6][C:3]=2[CH:4]=[O:5])[CH2:12][CH2:11]1. (5) Given the reactants [OH:1][CH:2]1[CH2:7][CH2:6][CH2:5][CH:4]([NH:8][C:9]2[CH:16]=[CH:15][C:12]([C:13]#[N:14])=[C:11]([C:17]([F:20])([F:19])[F:18])[CH:10]=2)[CH2:3]1.C(N(CC)CC)C, predict the reaction product. The product is: [O:1]=[C:2]1[CH2:7][CH2:6][CH2:5][CH:4]([NH:8][C:9]2[CH:16]=[CH:15][C:12]([C:13]#[N:14])=[C:11]([C:17]([F:18])([F:19])[F:20])[CH:10]=2)[CH2:3]1.